This data is from Full USPTO retrosynthesis dataset with 1.9M reactions from patents (1976-2016). The task is: Predict the reactants needed to synthesize the given product. Given the product [F:12][C:6]([F:11])([S:7]([O-:10])(=[O:9])=[O:8])[C:5]([F:14])([F:13])[C:4]([F:15])([F:16])[C:3]([F:2])([F:21])[S:17]([O-:20])(=[O:18])=[O:19].[C:37]1([S+:30]([C:24]2[CH:25]=[CH:26][CH:27]=[CH:28][CH:29]=2)[C:31]2[CH:36]=[CH:35][CH:34]=[CH:33][CH:32]=2)[CH:38]=[CH:39][CH:40]=[CH:41][CH:42]=1.[C:37]1([S+:30]([C:24]2[CH:25]=[CH:26][CH:27]=[CH:28][CH:29]=2)[C:31]2[CH:36]=[CH:35][CH:34]=[CH:33][CH:32]=2)[CH:38]=[CH:39][CH:40]=[CH:41][CH:42]=1, predict the reactants needed to synthesize it. The reactants are: [K+].[F:2][C:3]([F:21])([S:17]([O-:20])(=[O:19])=[O:18])[C:4]([F:16])([F:15])[C:5]([F:14])([F:13])[C:6]([F:12])([F:11])[S:7]([O-:10])(=[O:9])=[O:8].[K+].[Br-].[C:24]1([S+:30]([C:37]2[CH:42]=[CH:41][CH:40]=[CH:39][CH:38]=2)[C:31]2[CH:36]=[CH:35][CH:34]=[CH:33][CH:32]=2)[CH:29]=[CH:28][CH:27]=[CH:26][CH:25]=1.C(Cl)(Cl)Cl.